Dataset: Forward reaction prediction with 1.9M reactions from USPTO patents (1976-2016). Task: Predict the product of the given reaction. Given the reactants [F:1][C:2]([F:13])([F:12])[O:3][C:4]1[CH:11]=[CH:10][C:7]([CH:8]=O)=[CH:6][CH:5]=1.[NH2:14][C:15]1[N:16]=[N:17][C:18]([CH3:21])=[CH:19][CH:20]=1.C([O:24][C:25](=O)[C:26]([OH:46])=[CH:27][C:28]([C:30]1[CH:35]=[CH:34][C:33]([O:36][CH2:37][C:38]2[CH:43]=[CH:42][C:41]([O:44][CH3:45])=[CH:40][CH:39]=2)=[CH:32][CH:31]=1)=[O:29])C, predict the reaction product. The product is: [OH:46][C:26]1[C:25](=[O:24])[N:14]([C:15]2[N:16]=[N:17][C:18]([CH3:21])=[CH:19][CH:20]=2)[CH:8]([C:7]2[CH:10]=[CH:11][C:4]([O:3][C:2]([F:13])([F:12])[F:1])=[CH:5][CH:6]=2)[C:27]=1[C:28](=[O:29])[C:30]1[CH:31]=[CH:32][C:33]([O:36][CH2:37][C:38]2[CH:39]=[CH:40][C:41]([O:44][CH3:45])=[CH:42][CH:43]=2)=[CH:34][CH:35]=1.